This data is from Reaction yield outcomes from USPTO patents with 853,638 reactions. The task is: Predict the reaction yield, written as a fraction of the theoretical maximum amount of product (1.0 means a 100% yield; for example, 0.34 means a 34% yield). (1) The reactants are [C:1]([CH:3]([C:8]1[C:13]([Cl:14])=[CH:12][C:11]([Cl:15])=[CH:10][N:9]=1)C(OC)=O)#[N:2].[Cl-].[Na+]. The catalyst is CS(C)=O.O. The product is [Cl:14][C:13]1[C:8]([CH2:3][C:1]#[N:2])=[N:9][CH:10]=[C:11]([Cl:15])[CH:12]=1. The yield is 0.764. (2) The reactants are [Cl:1][CH2:2][CH2:3][CH2:4][S:5]([O:8][CH2:9][C:10]([CH3:25])([CH3:24])[C@@H:11]([O:14]CC1C=CC(OC)=CC=1)[CH:12]=[CH2:13])(=[O:7])=[O:6].ClC1C(=O)C(C#N)=C(C#N)C(=O)C=1Cl. The catalyst is ClCCl.O. The product is [Cl:1][CH2:2][CH2:3][CH2:4][S:5]([O:8][CH2:9][C:10]([CH3:25])([CH3:24])[C@@H:11]([OH:14])[CH:12]=[CH2:13])(=[O:7])=[O:6]. The yield is 0.910.